From a dataset of Experimentally validated miRNA-target interactions with 360,000+ pairs, plus equal number of negative samples. Binary Classification. Given a miRNA mature sequence and a target amino acid sequence, predict their likelihood of interaction. The miRNA is hsa-miR-92a-1-5p with sequence AGGUUGGGAUCGGUUGCAAUGCU. The protein sequence of the target gene is MRTLRRLKFMSSPSLSDLGKREPGAAGTDERGTQQRRACANATWNSIHNGVIAVFQRKGLPDQELFILNEGVRQLLKTELGSFFTEYLQNQLLTKGMVILRDKIRFYEGQKLLDSLAETWDFFFSDVLPTLQAIFYPVQGKEPSVRQLALLHFRNTITLSVKLEDALARSHARVPPAIAQMLLVLQGVHESRGVTEDYLRLETLIQKVVSPYLGTYGLYSNEGPCTHSCILEKRFLRRSRSGDILAKNPVVRSKSYNTPLLNPVAEHEAEGTAASGTSIRRHSVSEMTSCPEPQGFVDTP.... Result: 0 (no interaction).